From a dataset of Forward reaction prediction with 1.9M reactions from USPTO patents (1976-2016). Predict the product of the given reaction. (1) Given the reactants [CH2:1]([O:8][C:9]1[CH:10]=[C:11]([CH:41]=[CH:42][CH:43]=1)[CH2:12][O:13][C:14]1[C:19]2[CH:20]=[C:21]([C:23]3[N:24]=[C:25]4[N:29]([CH:30]=3)[N:28]=[C:27]([O:31][CH3:32])[S:26]4)[O:22][C:18]=2[CH:17]=[C:16]([O:33][Si](C(C)(C)C)(C)C)[CH:15]=1)[C:2]1[CH:7]=[CH:6][CH:5]=[CH:4][CH:3]=1.C(O)(=O)C.[F-].C([N+](CCCC)(CCCC)CCCC)CCC, predict the reaction product. The product is: [CH2:1]([O:8][C:9]1[CH:10]=[C:11]([CH:41]=[CH:42][CH:43]=1)[CH2:12][O:13][C:14]1[C:19]2[CH:20]=[C:21]([C:23]3[N:24]=[C:25]4[N:29]([CH:30]=3)[N:28]=[C:27]([O:31][CH3:32])[S:26]4)[O:22][C:18]=2[CH:17]=[C:16]([OH:33])[CH:15]=1)[C:2]1[CH:3]=[CH:4][CH:5]=[CH:6][CH:7]=1. (2) Given the reactants [Br:1][C:2]1[C:3]([C@@H:9]([NH:19][C:20](=[O:26])[O:21][C:22]([CH3:25])([CH3:24])[CH3:23])[CH2:10][C:11]2[CH:16]=[C:15]([F:17])[CH:14]=[C:13]([F:18])[CH:12]=2)=[N:4][CH:5]=[C:6]([Br:8])[CH:7]=1.[CH3:27][C:28]([OH:32])([C:30]#[CH:31])[CH3:29], predict the reaction product. The product is: [Br:1][C:2]1[C:3]([C@@H:9]([NH:19][C:20](=[O:26])[O:21][C:22]([CH3:25])([CH3:24])[CH3:23])[CH2:10][C:11]2[CH:16]=[C:15]([F:17])[CH:14]=[C:13]([F:18])[CH:12]=2)=[N:4][CH:5]=[C:6]([C:31]#[C:30][C:28]([OH:32])([CH3:29])[CH3:27])[CH:7]=1.[Br:1][C:2]1[C:3]([C@@H:9]([NH:19][C:20](=[O:26])[O:21][C:22]([CH3:24])([CH3:23])[CH3:25])[CH2:10][C:11]2[CH:12]=[C:13]([F:18])[CH:14]=[C:15]([F:17])[CH:16]=2)=[N:4][CH:5]=[C:6]([Br:8])[CH:7]=1. (3) The product is: [CH3:1][O:2][C:3](=[O:22])[C:4]1[CH:9]=[CH:8][CH:7]=[C:6]([S:10][C:11]2[C:19]3[C:14](=[CH:15][C:16]([Cl:20])=[CH:17][CH:18]=3)[N:13]([C:24]3[CH:25]=[N:26][CH:27]=[C:28]([O:30][CH3:31])[CH:29]=3)[C:12]=2[CH3:21])[CH:5]=1. Given the reactants [CH3:1][O:2][C:3](=[O:22])[C:4]1[CH:9]=[CH:8][CH:7]=[C:6]([S:10][C:11]2[C:19]3[C:14](=[CH:15][C:16]([Cl:20])=[CH:17][CH:18]=3)[NH:13][C:12]=2[CH3:21])[CH:5]=1.Br[C:24]1[CH:25]=[N:26][CH:27]=[C:28]([O:30][CH3:31])[CH:29]=1, predict the reaction product. (4) Given the reactants N1C2C(=NC=CC=2)N([O:10][C:11]2[C:20]3[C:15](=[CH:16][CH:17]=[CH:18][CH:19]=3)[N:14]=[CH:13][N:12]=2)N=1.[Cl:21][C:22]1[N:27]=[CH:26][C:25](B(O)O)=[CH:24][CH:23]=1.C([O-])([O-])=O.[Cs+].[Cs+], predict the reaction product. The product is: [Cl:21][C:22]1[N:27]=[CH:26][C:25]([O:10][C:11]2[C:20]3[C:15](=[CH:16][CH:17]=[CH:18][CH:19]=3)[N:14]=[CH:13][N:12]=2)=[CH:24][CH:23]=1. (5) Given the reactants [CH2:1]([O:3][C:4](=[O:19])[CH:5]([Br:18])[C:6]([C:8]1[CH:17]=[CH:16][C:15]2[C:10](=[CH:11][CH:12]=[CH:13][CH:14]=2)[CH:9]=1)=O)[CH3:2].[NH:20]1[CH2:24][CH2:23][NH:22][C:21]1=[S:25].CCO, predict the reaction product. The product is: [BrH:18].[CH2:1]([O:3][C:4]([C:5]1[S:25][C:21]2=[N:20][CH2:24][CH2:23][N:22]2[C:6]=1[C:8]1[CH:17]=[CH:16][C:15]2[C:10](=[CH:11][CH:12]=[CH:13][CH:14]=2)[CH:9]=1)=[O:19])[CH3:2]. (6) Given the reactants [Cl:1][C:2]1[C:7]([NH:8][C:9](=[O:12])[CH2:10]Br)=[C:6]([Cl:13])[CH:5]=[C:4]([CH3:14])[N:3]=1.C(=O)([O-])[O-].[K+].[K+].[OH:21][CH2:22][CH2:23][N:24]1[CH2:29][CH2:28][NH:27][CH2:26][CH2:25]1, predict the reaction product. The product is: [Cl:1][C:2]1[C:7]([NH:8][C:9](=[O:12])[CH2:10][N:27]2[CH2:28][CH2:29][N:24]([CH2:23][CH2:22][OH:21])[CH2:25][CH2:26]2)=[C:6]([Cl:13])[CH:5]=[C:4]([CH3:14])[N:3]=1. (7) Given the reactants [CH:1]1([N:7]2[CH2:13][C:12]([F:15])([F:14])[C:11](=[O:16])[N:10]([CH3:17])[C:9]3[CH:18]=[N:19][C:20]([NH:22][C:23]4[CH:31]=[CH:30][C:26]([C:27](O)=[O:28])=[CH:25][C:24]=4[O:32][CH3:33])=[N:21][C:8]2=3)[CH2:6][CH2:5][CH2:4][CH2:3][CH2:2]1.CN(C(ON1N=NC2C=CC=NC1=2)=[N+](C)C)C.F[P-](F)(F)(F)(F)F.[NH2:58][CH2:59][CH2:60][CH2:61][N:62]1[CH2:66][CH2:65][CH2:64][C:63]1=O, predict the reaction product. The product is: [CH:1]1([N:7]2[CH2:13][C:12]([F:15])([F:14])[C:11](=[O:16])[N:10]([CH3:17])[C:9]3[CH:18]=[N:19][C:20]([NH:22][C:23]4[CH:31]=[CH:30][C:26]([C:27]([NH:58][CH:59]5[CH2:60][CH2:61][N:62]([CH2:66][CH3:65])[CH2:63][CH2:64]5)=[O:28])=[CH:25][C:24]=4[O:32][CH3:33])=[N:21][C:8]2=3)[CH2:6][CH2:5][CH2:4][CH2:3][CH2:2]1. (8) Given the reactants [CH2:1]([N:8]1[C:16]2[C:11](=[CH:12][CH:13]=[CH:14][CH:15]=2)[C:10]([C:17]([NH:19][C@@H:20]([CH2:42][CH2:43][CH2:44][C:45]([O:47]CC2C=CC=CC=2)=[O:46])[C:21]([O:23][C@@H:24]([CH2:29][C:30]2[CH:39]=[CH:38][C:37]3[C:32](=[CH:33][CH:34]=[C:35]([CH2:40][CH3:41])[CH:36]=3)[CH:31]=2)[CH2:25][C:26]([NH2:28])=[O:27])=[O:22])=[O:18])=[CH:9]1)[C:2]1[CH:7]=[CH:6][CH:5]=[CH:4][CH:3]=1.C1(OC)C=CC=CC=1.[Cl-].[Al+3].[Cl-].[Cl-], predict the reaction product. The product is: [CH2:1]([N:8]1[C:16]2[C:11](=[CH:12][CH:13]=[CH:14][CH:15]=2)[C:10]([C:17]([NH:19][C@@H:20]([CH2:42][CH2:43][CH2:44][C:45]([OH:47])=[O:46])[C:21]([O:23][C@@H:24]([CH2:29][C:30]2[CH:39]=[CH:38][C:37]3[C:32](=[CH:33][CH:34]=[C:35]([CH2:40][CH3:41])[CH:36]=3)[CH:31]=2)[CH2:25][C:26]([NH2:28])=[O:27])=[O:22])=[O:18])=[CH:9]1)[C:2]1[CH:3]=[CH:4][CH:5]=[CH:6][CH:7]=1. (9) The product is: [F:28][C:25]1[CH:26]=[CH:27][C:22]([CH2:21][N:20]2[C:11]3=[N:12][CH:13]=[C:14]([S:16]([CH3:19])(=[O:18])=[O:17])[CH:15]=[C:10]3[CH:9]=[C:8]2[C:7]2[C:2]([F:1])=[C:3]([Cl:32])[N:4]=[CH:5][N:6]=2)=[CH:23][CH:24]=1. Given the reactants [F:1][C:2]1[C:3](=O)[NH:4][CH:5]=[N:6][C:7]=1[C:8]1[N:20]([CH2:21][C:22]2[CH:27]=[CH:26][C:25]([F:28])=[CH:24][CH:23]=2)[C:11]2=[N:12][CH:13]=[C:14]([S:16]([CH3:19])(=[O:18])=[O:17])[CH:15]=[C:10]2[CH:9]=1.P(Cl)(Cl)([Cl:32])=O, predict the reaction product. (10) Given the reactants I[C:2]1[CH:7]=[CH:6][C:5]([S:8]([NH:11][C:12]2[S:13][CH:14]=[CH:15][N:16]=2)(=[O:10])=[O:9])=[CH:4][CH:3]=1.CC1(C)C2C=CC=C(P(C3C=CC=CC=3)C3C=CC=CC=3)C=2OC2C1=CC=CC=2P(C1C=CC=CC=1)C1C=CC=CC=1.[NH2:59][C:60]1[N:64]([CH3:65])[N:63]=[C:62]([C:66]([CH3:69])([CH3:68])[CH3:67])[CH:61]=1.CC(C)([O-])C.[Na+], predict the reaction product. The product is: [C:66]([C:62]1[CH:61]=[C:60]([NH:59][C:2]2[CH:7]=[CH:6][C:5]([S:8]([NH:11][C:12]3[S:13][CH:14]=[CH:15][N:16]=3)(=[O:10])=[O:9])=[CH:4][CH:3]=2)[N:64]([CH3:65])[N:63]=1)([CH3:69])([CH3:67])[CH3:68].